Dataset: Full USPTO retrosynthesis dataset with 1.9M reactions from patents (1976-2016). Task: Predict the reactants needed to synthesize the given product. (1) Given the product [ClH:1].[NH2:14][C@H:4]([C:5]1[CH:6]=[C:7]([F:13])[C:8]([F:12])=[C:9]([F:11])[CH:10]=1)[C@H:3]([OH:2])[CH3:22], predict the reactants needed to synthesize it. The reactants are: [ClH:1].[OH:2][C@H:3]([CH3:22])[C@H:4]([NH:14]C(=O)OC(C)(C)C)[C:5]1[CH:10]=[C:9]([F:11])[C:8]([F:12])=[C:7]([F:13])[CH:6]=1.CCCCCC. (2) Given the product [CH3:25][O:24][C:18]1[CH:17]=[C:16]([C:14](=[C:7]2[C:6](=[O:9])[C:5]3[CH:10]=[CH:11][C:2]([OH:1])=[C:3]([OH:12])[C:4]=3[O:8]2)[CH3:13])[CH:21]=[CH:20][C:19]=1[O:22][CH3:23], predict the reactants needed to synthesize it. The reactants are: [OH:1][C:2]1[CH:11]=[CH:10][C:5]2[C:6](=[O:9])[CH2:7][O:8][C:4]=2[C:3]=1[OH:12].[CH3:13][C:14]([C:16]1[CH:21]=[CH:20][C:19]([O:22][CH3:23])=[C:18]([O:24][CH3:25])[CH:17]=1)=O.